Dataset: Full USPTO retrosynthesis dataset with 1.9M reactions from patents (1976-2016). Task: Predict the reactants needed to synthesize the given product. (1) Given the product [NH2:33][C:28]1[CH:27]=[CH:26][N:25]=[C:24]([C:6]2[CH:5]=[C:4]([NH:17][CH2:18][CH2:19][N:20]([CH3:21])[CH3:22])[CH:3]=[C:2]([F:1])[CH:7]=2)[C:29]=1[N+:30]([O-:32])=[O:31], predict the reactants needed to synthesize it. The reactants are: [F:1][C:2]1[CH:3]=[C:4]([NH:17][CH2:18][CH2:19][N:20]([CH3:22])[CH3:21])[CH:5]=[C:6](B2OC(C)(C)C(C)(C)O2)[CH:7]=1.Br[C:24]1[C:29]([N+:30]([O-:32])=[O:31])=[C:28]([NH2:33])[CH:27]=[CH:26][N:25]=1.C([O-])([O-])=O.[Na+].[Na+].CCOC(C)=O. (2) Given the product [CH2:8]([CH:10]([C:13]1[N:18]2[N:19]=[C:20]([CH3:23])[C:21]([C:2]3[S:6][CH:5]=[N:4][C:3]=3[CH3:7])=[C:17]2[N:16]=[C:15]([CH3:24])[CH:14]=1)[CH2:11][CH3:12])[CH3:9], predict the reactants needed to synthesize it. The reactants are: Br[C:2]1[S:6][CH:5]=[N:4][C:3]=1[CH3:7].[CH2:8]([CH:10]([C:13]1[N:18]2[N:19]=[C:20]([CH3:23])[C:21](I)=[C:17]2[N:16]=[C:15]([CH3:24])[CH:14]=1)[CH2:11][CH3:12])[CH3:9].